From a dataset of Peptide-MHC class I binding affinity with 185,985 pairs from IEDB/IMGT. Regression. Given a peptide amino acid sequence and an MHC pseudo amino acid sequence, predict their binding affinity value. This is MHC class I binding data. The peptide sequence is GVCYYLLMHL. The MHC is HLA-A02:02 with pseudo-sequence HLA-A02:02. The binding affinity (normalized) is 0.578.